Dataset: Catalyst prediction with 721,799 reactions and 888 catalyst types from USPTO. Task: Predict which catalyst facilitates the given reaction. (1) Reactant: [F:1][C:2]1[CH:3]=[C:4]([CH:6]=[CH:7][CH:8]=1)[NH2:5].Br[CH2:10][C:11]([NH2:13])=[O:12]. Product: [F:1][C:2]1[CH:3]=[C:4]([NH:5][CH2:10][C:11]([NH2:13])=[O:12])[CH:6]=[CH:7][CH:8]=1. The catalyst class is: 8. (2) Reactant: [CH2:1]([O:3][C:4](=[O:28])[CH2:5][C@H:6]([NH:20][C:21](OC(C)(C)C)=[O:22])[CH2:7][C:8]1[CH:13]=[CH:12][C:11]([C:14]2[CH:19]=[CH:18][CH:17]=[CH:16][CH:15]=2)=[CH:10][CH:9]=1)[CH3:2].C(O)(C(F)(F)F)=O.C1(=O)[O:41][C:39](=[O:40])[CH2:38][CH2:37]1. Product: [CH2:1]([O:3][C:4](=[O:28])[CH2:5][C@H:6]([NH:20][C:21](=[O:22])[CH2:37][CH2:38][C:39]([OH:41])=[O:40])[CH2:7][C:8]1[CH:9]=[CH:10][C:11]([C:14]2[CH:15]=[CH:16][CH:17]=[CH:18][CH:19]=2)=[CH:12][CH:13]=1)[CH3:2]. The catalyst class is: 2. (3) Reactant: CN(C)CCN(C)C.C(NC(C)C)(C)C.C([Li])CCC.CCCCCC.C(N(CC)[C:30](=[O:45])[C:31]1[CH:36]=[CH:35][CH:34]=[N:33][C:32]=1[NH:37][C:38]1[CH:39]=[N:40][CH:41]=[CH:42][C:43]=1[CH3:44])C. Product: [N:33]1[C:32]2[NH:37][C:38]3[CH:39]=[N:40][CH:41]=[CH:42][C:43]=3[CH2:44][C:30](=[O:45])[C:31]=2[CH:36]=[CH:35][CH:34]=1. The catalyst class is: 7.